This data is from Reaction yield outcomes from USPTO patents with 853,638 reactions. The task is: Predict the reaction yield, written as a fraction of the theoretical maximum amount of product (1.0 means a 100% yield; for example, 0.34 means a 34% yield). (1) The reactants are Cl[CH2:2][C:3]([NH:5][C:6]1[CH:19]=[CH:18][C:17]2[NH:16][C:15](=[O:20])[C:14]3[C:9](=[CH:10][CH:11]=[CH:12][CH:13]=3)[C:8]=2[CH:7]=1)=[O:4].[C:21]([O:25][C:26](=[O:32])[NH:27][CH2:28][CH2:29][CH2:30][NH2:31])([CH3:24])([CH3:23])[CH3:22].C(N(CC)CC)C. The catalyst is CN(C)C=O. The product is [C:21]([O:25][C:26](=[O:32])[NH:27][CH2:28][CH2:29][CH2:30][NH:31][CH2:2][C:3](=[O:4])[NH:5][C:6]1[CH:19]=[CH:18][C:17]2[NH:16][C:15](=[O:20])[C:14]3[C:9](=[CH:10][CH:11]=[CH:12][CH:13]=3)[C:8]=2[CH:7]=1)([CH3:24])([CH3:22])[CH3:23]. The yield is 0.440. (2) The reactants are [C:1]([O:4][CH:5]1[C:9]2[N:10]=[CH:11][N:12]=[C:13](Cl)[C:8]=2[C@H:7]([CH3:15])[CH2:6]1)(=[O:3])[CH3:2].[C:16]([N:23]1[CH2:28][CH2:27][NH:26][CH2:25][CH2:24]1)([O:18][C:19]([CH3:22])([CH3:21])[CH3:20])=[O:17]. The catalyst is CN1C(=O)CCC1.C(OCC)(=O)C. The product is [C:1]([O:4][CH:5]1[C:9]2[N:10]=[CH:11][N:12]=[C:13]([N:26]3[CH2:25][CH2:24][N:23]([C:16]([O:18][C:19]([CH3:22])([CH3:21])[CH3:20])=[O:17])[CH2:28][CH2:27]3)[C:8]=2[C@H:7]([CH3:15])[CH2:6]1)(=[O:3])[CH3:2]. The yield is 0.720. (3) The reactants are [C:1]([C:3]1[CH:4]=[C:5]([S:9]([O-:12])(=[O:11])=[O:10])[CH:6]=[CH:7][CH:8]=1)#[N:2].[NH+:13]1[CH:18]=[CH:17][CH:16]=[CH:15][CH:14]=1.P12(SP3(SP(SP(S3)(S1)=S)(=S)S2)=S)=[S:20].[NH+]1C=CC=CC=1. The catalyst is C(O)C. The product is [C:1]([C:3]1[CH:4]=[C:5]([S:9]([O-:12])(=[O:11])=[O:10])[CH:6]=[CH:7][CH:8]=1)(=[S:20])[NH2:2].[NH+:13]1[CH:18]=[CH:17][CH:16]=[CH:15][CH:14]=1. The yield is 0.850. (4) The product is [Br:30][CH:19]1[CH2:18][O:17][CH2:16][C:15]([CH3:22])([CH3:14])[C:20]1=[O:21]. The yield is 0.180. The catalyst is C1COCC1. The reactants are C(NC(C)C)(C)C.[Li].Cl[Si](C)(C)C.[CH3:14][C:15]1([CH3:22])[C:20](=[O:21])[CH2:19][CH2:18][O:17][CH2:16]1.C(N(CC)CC)C.[Br:30]N1C(=O)CCC1=O. (5) The reactants are [N:1]12[CH2:7][C:4]([C:8]([C:16]3[CH:21]=[CH:20][CH:19]=[CH:18][CH:17]=3)([C:10]3[CH:15]=[CH:14][CH:13]=[CH:12][CH:11]=3)[OH:9])([CH2:5][CH2:6]1)[CH2:3][CH2:2]2.[Br:22][CH2:23][CH2:24][O:25][CH2:26][C:27]1[CH:32]=[CH:31][CH:30]=[C:29]([O:33][CH3:34])[CH:28]=1. The catalyst is CC#N. The product is [Br-:22].[OH:9][C:8]([C:16]1[CH:21]=[CH:20][CH:19]=[CH:18][CH:17]=1)([C:10]1[CH:15]=[CH:14][CH:13]=[CH:12][CH:11]=1)[C:4]12[CH2:7][N+:1]([CH2:23][CH2:24][O:25][CH2:26][C:27]3[CH:32]=[CH:31][CH:30]=[C:29]([O:33][CH3:34])[CH:28]=3)([CH2:6][CH2:5]1)[CH2:2][CH2:3]2. The yield is 0.370. (6) The reactants are [CH3:1][C:2]1[CH:7]=[CH:6][CH:5]=[C:4]([N+:8]([O-])=O)[C:3]=1[CH:11]=[CH:12][C:13]([O:15][CH3:16])=[O:14]. The catalyst is C(OP(OCC)OCC)C. The product is [CH3:1][C:2]1[CH:7]=[CH:6][CH:5]=[C:4]2[C:3]=1[CH:11]=[C:12]([C:13]([O:15][CH3:16])=[O:14])[NH:8]2. The yield is 0.710.